This data is from Full USPTO retrosynthesis dataset with 1.9M reactions from patents (1976-2016). The task is: Predict the reactants needed to synthesize the given product. Given the product [O:1]1[CH:5]=[CH:4][C:3]([C@H:6]([C:12]2[CH:13]=[CH:14][C:15]([O:18][CH2:19][C:20]3[S:21][C:22]([C:25]4[CH:26]=[CH:27][C:28]([C:31]([F:34])([F:32])[F:33])=[CH:29][CH:30]=4)=[CH:23][CH:24]=3)=[CH:16][CH:17]=2)[CH2:7][C:8]([OH:10])=[O:9])=[N:2]1, predict the reactants needed to synthesize it. The reactants are: [O:1]1[CH:5]=[CH:4][C:3]([C@H:6]([C:12]2[CH:17]=[CH:16][C:15]([O:18][CH2:19][C:20]3[S:21][C:22]([C:25]4[CH:30]=[CH:29][C:28]([C:31]([F:34])([F:33])[F:32])=[CH:27][CH:26]=4)=[CH:23][CH:24]=3)=[CH:14][CH:13]=2)[CH2:7][C:8]([O:10]C)=[O:9])=[N:2]1.[Li+].[OH-].